Dataset: Full USPTO retrosynthesis dataset with 1.9M reactions from patents (1976-2016). Task: Predict the reactants needed to synthesize the given product. (1) Given the product [ClH:1].[Cl:1][C:2]1[CH:7]=[CH:6][C:5]([C:18]2[CH:17]=[CH:16][C:14]([NH2:15])=[CH:13][C:12]=2[CH3:11])=[CH:4][CH:3]=1, predict the reactants needed to synthesize it. The reactants are: [Cl:1][C:2]1[CH:7]=[CH:6][C:5](B(O)O)=[CH:4][CH:3]=1.[CH3:11][C:12]1[CH:13]=[C:14]([CH:16]=[CH:17][C:18]=1Br)[NH2:15].C1(C)C=CC=CC=1.C(=O)([O-])[O-].[K+].[K+]. (2) Given the product [CH3:35][O:34][C:29]1[CH:30]=[CH:31][CH:32]=[CH:33][C:28]=1[CH2:27][O:26][CH2:25][CH2:24][CH2:23][O:22][C:19]1[CH:18]=[CH:17][C:16]([CH:15]2[CH2:14][CH2:13][N:12]([C:36]([O:38][C:39]([CH3:41])([CH3:42])[CH3:40])=[O:37])[CH2:11][CH:10]2[O:9][CH2:8][CH2:7][O:6][C:5]2[CH:43]=[CH:44][CH:45]=[CH:46][C:4]=2[CH2:3][CH2:2][NH:1][C:47](=[O:50])[CH2:48][CH3:49])=[CH:21][CH:20]=1, predict the reactants needed to synthesize it. The reactants are: [NH2:1][CH2:2][CH2:3][C:4]1[CH:46]=[CH:45][CH:44]=[CH:43][C:5]=1[O:6][CH2:7][CH2:8][O:9][CH:10]1[CH:15]([C:16]2[CH:21]=[CH:20][C:19]([O:22][CH2:23][CH2:24][CH2:25][O:26][CH2:27][C:28]3[CH:33]=[CH:32][CH:31]=[CH:30][C:29]=3[O:34][CH3:35])=[CH:18][CH:17]=2)[CH2:14][CH2:13][N:12]([C:36]([O:38][C:39]([CH3:42])([CH3:41])[CH3:40])=[O:37])[CH2:11]1.[C:47](O[C:47](=[O:50])[CH2:48][CH3:49])(=[O:50])[CH2:48][CH3:49]. (3) Given the product [CH3:12][O:13][C:14]1[S:18][C:17]([CH2:19][NH:11][C:1]23[CH2:8][CH:7]4[CH2:6][CH:5]([CH2:4][CH:3]([CH2:9]4)[CH2:2]2)[CH2:10]3)=[CH:16][CH:15]=1, predict the reactants needed to synthesize it. The reactants are: [C:1]12([NH2:11])[CH2:10][CH:5]3[CH2:6][CH:7]([CH2:9][CH:3]([CH2:4]3)[CH2:2]1)[CH2:8]2.[CH3:12][O:13][C:14]1[S:18][C:17]([CH:19]=O)=[CH:16][CH:15]=1. (4) Given the product [CH3:13][O:14][C:15]1[CH:20]=[CH:19][C:18]([C:21]2[CH:22]=[CH:23][C:24]([N+:28]([O-:30])=[O:29])=[C:25]([NH:26][C:6](=[O:8])[CH3:7])[CH:27]=2)=[CH:17][CH:16]=1, predict the reactants needed to synthesize it. The reactants are: S(=O)(=O)(O)O.[C:6](OC(=O)C)(=[O:8])[CH3:7].[CH3:13][O:14][C:15]1[CH:20]=[CH:19][C:18]([C:21]2[CH:22]=[CH:23][C:24]([N+:28]([O-:30])=[O:29])=[C:25]([CH:27]=2)[NH2:26])=[CH:17][CH:16]=1. (5) Given the product [CH3:1][O:2][C:3](=[O:13])[C:4]1[CH:9]=[CH:8][C:7]([CH:10]=[O:11])=[C:6]([O:12][CH2:21][CH2:22][O:23][CH3:24])[CH:5]=1, predict the reactants needed to synthesize it. The reactants are: [CH3:1][O:2][C:3](=[O:13])[C:4]1[CH:9]=[CH:8][C:7]([CH:10]=[O:11])=[C:6]([OH:12])[CH:5]=1.C([O-])([O-])=O.[K+].[K+].Br[CH2:21][CH2:22][O:23][CH3:24].